This data is from Full USPTO retrosynthesis dataset with 1.9M reactions from patents (1976-2016). The task is: Predict the reactants needed to synthesize the given product. (1) Given the product [OH:34][CH:31]1[CH2:32][CH2:33][N:28]([C:25]2[N:26]=[N:27][C:22]([C:10]3[CH:9]=[N:8][CH:7]=[C:6]([CH:11]=3)[C:4]([O:3][CH2:1][CH3:2])=[O:5])=[CH:23][CH:24]=2)[CH2:29][CH2:30]1, predict the reactants needed to synthesize it. The reactants are: [CH2:1]([O:3][C:4]([C:6]1[CH:7]=[N:8][CH:9]=[C:10](B2OC(C)(C)C(C)(C)O2)[CH:11]=1)=[O:5])[CH3:2].Cl[C:22]1[N:27]=[N:26][C:25]([N:28]2[CH2:33][CH2:32][CH:31]([OH:34])[CH2:30][CH2:29]2)=[CH:24][CH:23]=1.C1(P(C2CCCCC2)C2CCCCC2)CCCCC1.P([O-])([O-])([O-])=O.[K+].[K+].[K+]. (2) Given the product [OH:15][CH2:14][C:12]1[N:11]=[C:10]([C:18]([O:20][CH3:21])=[O:19])[CH:9]=[C:8]([CH2:7][CH2:6][CH2:5][S:4][CH3:3])[CH:13]=1, predict the reactants needed to synthesize it. The reactants are: [BH4-].[Na+].[CH3:3][S:4][CH2:5][CH2:6][CH2:7][C:8]1[CH:13]=[C:12]([C:14](OC)=[O:15])[N:11]=[C:10]([C:18]([O:20][CH3:21])=[O:19])[CH:9]=1.Cl. (3) Given the product [Cl-:2].[Cl:2][C:3]1[CH:35]=[CH:34][C:6]2[N:7]([CH2:10][C:11]3[C:19]4[C:14](=[N:15][CH:16]=[CH:17][CH:18]=4)[N:13]([C:20]([N:22]([CH3:33])[CH2:23][CH2:24][NH3+:25])=[O:21])[N:12]=3)[N:8]=[N:9][C:5]=2[C:4]=1[O:36][C:37]1[CH:42]=[C:41]([C:43]#[N:44])[CH:40]=[C:39]([Cl:45])[CH:38]=1, predict the reactants needed to synthesize it. The reactants are: Cl.[Cl:2][C:3]1[CH:35]=[CH:34][C:6]2[N:7]([CH2:10][C:11]3[C:19]4[C:14](=[N:15][CH:16]=[CH:17][CH:18]=4)[N:13]([C:20]([N:22]([CH3:33])[CH2:23][CH2:24][NH:25]C(=O)OC(C)(C)C)=[O:21])[N:12]=3)[N:8]=[N:9][C:5]=2[C:4]=1[O:36][C:37]1[CH:42]=[C:41]([C:43]#[N:44])[CH:40]=[C:39]([Cl:45])[CH:38]=1. (4) Given the product [Cl:1][C:2]1[C:3]([O:12][C:13]2[CH:18]=[C:17]([O:19][CH:20]([CH3:21])[CH3:22])[CH:16]=[CH:15][C:14]=2[CH2:23][CH2:24][CH2:25][CH2:26][O:27][C:32]2[CH:33]=[C:34]([CH2:35][CH2:36][C:37]([OH:39])=[O:38])[N:30]([CH2:28][CH3:29])[N:31]=2)=[N:4][CH:5]=[C:6]([C:8]([F:11])([F:10])[F:9])[CH:7]=1, predict the reactants needed to synthesize it. The reactants are: [Cl:1][C:2]1[C:3]([O:12][C:13]2[CH:18]=[C:17]([O:19][CH:20]([CH3:22])[CH3:21])[CH:16]=[CH:15][C:14]=2[CH2:23][CH2:24][CH2:25][CH2:26][OH:27])=[N:4][CH:5]=[C:6]([C:8]([F:11])([F:10])[F:9])[CH:7]=1.[CH2:28]([N:30]1[C:34]([CH2:35][CH2:36][C:37]([O:39]CC)=[O:38])=[CH:33][C:32](O)=[N:31]1)[CH3:29].C(P(CCCC)CCCC)CCC.N(C(N1CCCCC1)=O)=NC(N1CCCCC1)=O.O1CCCC1CO.[OH-].[Na+].Cl. (5) The reactants are: [O:1]=[C:2]1[N:7]([C:8]2[CH:13]=[CH:12][CH:11]=[C:10]([C:14]([F:17])([F:16])[F:15])[CH:9]=2)[C:6]2[CH2:18][CH2:19][C:20](=[O:21])[C:5]=2[CH:4]([C:22]2[CH:29]=[CH:28][C:25]([C:26]#[N:27])=[CH:24][CH:23]=2)[NH:3]1.[H-].[Na+].[CH3:32]I.O. Given the product [CH3:32][N:3]1[CH:4]([C:22]2[CH:23]=[CH:24][C:25]([C:26]#[N:27])=[CH:28][CH:29]=2)[C:5]2[C:20](=[O:21])[CH2:19][CH2:18][C:6]=2[N:7]([C:8]2[CH:13]=[CH:12][CH:11]=[C:10]([C:14]([F:15])([F:16])[F:17])[CH:9]=2)[C:2]1=[O:1], predict the reactants needed to synthesize it.